Dataset: Reaction yield outcomes from USPTO patents with 853,638 reactions. Task: Predict the reaction yield, written as a fraction of the theoretical maximum amount of product (1.0 means a 100% yield; for example, 0.34 means a 34% yield). The yield is 0.908. The product is [Br:16][CH:2]1[CH:3]=[CH:4][C:5]2[C:14](=[C:13]3[C:8](=[CH:7][N:6]=2)[CH:9]=[CH:10][CH:11]=[CH:12]3)[C:1]1=[O:15]. The reactants are [C:1]1(=[O:15])[C:14]2[C:5](=[N:6][CH:7]=[C:8]3[C:13]=2[CH:12]=[CH:11][CH:10]=[CH:9]3)[CH:4]=[CH:3][CH2:2]1.[Br:16]Br.O. The catalyst is C(O)(=O)C.